Dataset: Rat liver microsome stability data. Task: Regression/Classification. Given a drug SMILES string, predict its absorption, distribution, metabolism, or excretion properties. Task type varies by dataset: regression for continuous measurements (e.g., permeability, clearance, half-life) or binary classification for categorical outcomes (e.g., BBB penetration, CYP inhibition). Dataset: rlm. (1) The compound is COc1ccc(C(=O)CCN(C)C)cc1F. The result is 1 (stable in rat liver microsomes). (2) The compound is Oc1ccc(-c2nc(C3CC3)nc3c2CCN(CC2CCCCC2)CC3)cc1. The result is 1 (stable in rat liver microsomes). (3) The drug is CCCS(=O)(=O)Oc1ccc(Oc2ccc(S(=O)(=O)CC3CS3)cc2)cc1. The result is 1 (stable in rat liver microsomes). (4) The drug is FC(F)(F)CC(c1cccs1)c1c(C2CCCC2)[nH]c2cc(C(F)(F)F)ccc12. The result is 0 (unstable in rat liver microsomes). (5) The compound is Fc1ccc(N2CCN(CCCc3c[nH]c4ccc(F)cc34)CC2)c(-c2ccsc2)c1. The result is 1 (stable in rat liver microsomes). (6) The drug is COc1ccc(-c2nc3ccccc3c(=O)n2Cc2ccccc2)cc1COc1ccc(NC(C)=O)cc1. The result is 1 (stable in rat liver microsomes). (7) The drug is CN(C)CCn1ccc2c(N3CCOCC3)nc(-c3ccc(NC(=O)Nc4cccnc4)cc3)nc21. The result is 1 (stable in rat liver microsomes).